Dataset: Retrosynthesis with 50K atom-mapped reactions and 10 reaction types from USPTO. Task: Predict the reactants needed to synthesize the given product. Given the product FC(F)(F)c1cccc(-c2cn(CCN3CCCCC3)nc2OCc2ccccc2)c1, predict the reactants needed to synthesize it. The reactants are: Brc1cn(CCN2CCCCC2)nc1OCc1ccccc1.OB(O)c1cccc(C(F)(F)F)c1.